Dataset: M1 muscarinic receptor antagonist screen with 61,756 compounds. Task: Binary Classification. Given a drug SMILES string, predict its activity (active/inactive) in a high-throughput screening assay against a specified biological target. The compound is FC(F)(F)COCc1oc(C(=O)NC(C)(C)C)cc1. The result is 0 (inactive).